Task: Predict the product of the given reaction.. Dataset: Forward reaction prediction with 1.9M reactions from USPTO patents (1976-2016) (1) Given the reactants [F:1][C:2]([CH3:38])([CH3:37])[CH2:3][N:4]1[CH2:9][CH2:8][CH:7]([CH2:10][O:11][C:12]2[CH:17]=[CH:16][C:15]([C:18]3[C:19]([C:24]([N:26]4[CH2:31][CH2:30][CH:29]([C:32]([O:34]CC)=[O:33])[CH2:28][CH2:27]4)=[O:25])=[CH:20][CH:21]=[CH:22][CH:23]=3)=[CH:14][CH:13]=2)[CH2:6][CH2:5]1.CO.[Li+].[OH-].Cl, predict the reaction product. The product is: [F:1][C:2]([CH3:38])([CH3:37])[CH2:3][N:4]1[CH2:9][CH2:8][CH:7]([CH2:10][O:11][C:12]2[CH:13]=[CH:14][C:15]([C:18]3[C:19]([C:24]([N:26]4[CH2:31][CH2:30][CH:29]([C:32]([OH:34])=[O:33])[CH2:28][CH2:27]4)=[O:25])=[CH:20][CH:21]=[CH:22][CH:23]=3)=[CH:16][CH:17]=2)[CH2:6][CH2:5]1. (2) Given the reactants [NH2:1][C:2]1[C:7]([C:8]2[N:33]([C:34]3[CH:39]=[CH:38][C:37]([C:40]4([NH:44]C(=O)OC(C)(C)C)[CH2:43][CH2:42][CH2:41]4)=[CH:36][CH:35]=3)[C:11]3=[N:12][C:13]([C:16]4[CH:21]=[CH:20][CH:19]=[C:18]([N:22]5[CH2:27][CH2:26][CH:25]([N:28]([CH3:32])[C:29](=[O:31])[CH3:30])[CH2:24][CH2:23]5)[CH:17]=4)=[CH:14][CH:15]=[C:10]3[N:9]=2)=[CH:6][CH:5]=[CH:4][N:3]=1.[ClH:52].O1CCOCC1, predict the reaction product. The product is: [ClH:52].[ClH:52].[ClH:52].[NH2:44][C:40]1([C:37]2[CH:36]=[CH:35][C:34]([N:33]3[C:11]4=[N:12][C:13]([C:16]5[CH:17]=[C:18]([N:22]6[CH2:27][CH2:26][CH:25]([N:28]([CH3:32])[C:29](=[O:31])[CH3:30])[CH2:24][CH2:23]6)[CH:19]=[CH:20][CH:21]=5)=[CH:14][CH:15]=[C:10]4[N:9]=[C:8]3[C:7]3[C:2]([NH2:1])=[N:3][CH:4]=[CH:5][CH:6]=3)=[CH:39][CH:38]=2)[CH2:41][CH2:42][CH2:43]1. (3) Given the reactants [CH3:1][C:2]1[C:10]2[N:9]=[CH:8][NH:7][C:6]=2[CH:5]=[CH:4][CH:3]=1.[H-].[Na+].[CH2:13](Cl)[O:14][CH2:15][C:16]1[CH:21]=[CH:20][CH:19]=[CH:18][CH:17]=1, predict the reaction product. The product is: [CH2:15]([O:14][CH2:13][N:7]1[C:6]2[CH:5]=[CH:4][CH:3]=[C:2]([CH3:1])[C:10]=2[N:9]=[CH:8]1)[C:16]1[CH:21]=[CH:20][CH:19]=[CH:18][CH:17]=1. (4) Given the reactants [F:1][C:2]1[CH:7]=[C:6]([F:8])[CH:5]=[CH:4][C:3]=1[S:9]([NH:12][C:13]1[C:14]([O:29][CH3:30])=[N:15][CH:16]=[C:17]([C:19]2[CH:24]=[CH:23][N:22]3[N:25]=[CH:26][C:27](I)=[C:21]3[N:20]=2)[CH:18]=1)(=[O:11])=[O:10].C(N(CC)CC)C.[CH3:38][CH:39]([OH:42])[C:40]#[CH:41], predict the reaction product. The product is: [F:1][C:2]1[CH:7]=[C:6]([F:8])[CH:5]=[CH:4][C:3]=1[S:9]([NH:12][C:13]1[C:14]([O:29][CH3:30])=[N:15][CH:16]=[C:17]([C:19]2[CH:24]=[CH:23][N:22]3[N:25]=[CH:26][C:27]([C:41]#[C:40][CH:39]([OH:42])[CH3:38])=[C:21]3[N:20]=2)[CH:18]=1)(=[O:11])=[O:10].